From a dataset of Full USPTO retrosynthesis dataset with 1.9M reactions from patents (1976-2016). Predict the reactants needed to synthesize the given product. (1) Given the product [Cl:1][C:2]1[CH:28]=[CH:27][C:5]([CH2:6][C:7]2[C:16]([OH:17])=[C:15]([C:18]([OH:20])=[O:19])[C:14]3[C:9](=[C:10]([F:29])[CH:11]=[CH:12][CH:13]=3)[N:8]=2)=[CH:4][CH:3]=1, predict the reactants needed to synthesize it. The reactants are: [Cl:1][C:2]1[CH:28]=[CH:27][C:5]([CH2:6][C:7]2[C:16]([OH:17])=[C:15]([C:18]([OH:20])=[O:19])[C:14]3[C:9](=[C:10](C4C=CC=CC=4)[CH:11]=[CH:12][CH:13]=3)[N:8]=2)=[CH:4][CH:3]=1.[F:29]C1C=CC=C2C=1NC(=O)C2=O.C(OCC(=O)CC1C=CC(Cl)=CC=1)(=O)C. (2) Given the product [CH3:3][C@@H:4]1[O:9][C@@H:8]([O:10][C@@H:11]2[C:16]3[C:15](=[C:20]([OH:21])[C:19]4[C:22](=[O:23])[C:24]5[CH:25]=[CH:26][CH:27]=[C:28]([O:32][CH3:33])[C:29]=5[C:30](=[O:31])[C:18]=4[C:17]=3[OH:34])[CH2:14][C@@:13]([OH:39])([C:35]([CH3:37])=[O:36])[CH2:12]2)[CH2:7][C@H:6]([NH2:40])[C@H:5]1[OH:41], predict the reactants needed to synthesize it. The reactants are: BrBr.[CH3:3][C@@H:4]1[O:9][C@@H:8]([O:10][C@@H:11]2[C:16]3=[C:17]([OH:34])[C:18]4[C:30](=[O:31])[C:29]5[C:24](=[CH:25][CH:26]=[CH:27][C:28]=5[O:32][CH3:33])[C:22](=[O:23])[C:19]=4[C:20]([OH:21])=[C:15]3[CH2:14][C@@:13]([OH:39])([C:35]([CH2:37]O)=[O:36])[CH2:12]2)[CH2:7][C@H:6]([NH2:40])[C@H:5]1[OH:41]. (3) Given the product [CH:1]1([N:4]2[C:8]3[C:9]([O:29][C@@H:30]([C@H:32]4[CH2:36][NH:35][C:34](=[O:37])[CH2:33]4)[CH3:31])=[N:10][C:11]([C:13]4[CH:18]=[CH:17][C:16]([N:19]5[CH2:24][CH2:23][N:22]([S:25]([CH:28]6[CH2:39][CH2:38]6)(=[O:26])=[O:27])[CH2:21][CH2:20]5)=[CH:15][CH:14]=4)=[CH:12][C:7]=3[N:6]=[CH:5]2)[CH2:3][CH2:2]1, predict the reactants needed to synthesize it. The reactants are: [CH:1]1([N:4]2[C:8]3[C:9]([O:29][C@@H:30]([C@H:32]4[CH2:36][NH:35][C:34](=[O:37])[CH2:33]4)[CH3:31])=[N:10][C:11]([C:13]4[CH:18]=[CH:17][C:16]([N:19]5[CH2:24][CH2:23][N:22]([S:25]([CH3:28])(=[O:27])=[O:26])[CH2:21][CH2:20]5)=[CH:15][CH:14]=4)=[CH:12][C:7]=3[N:6]=[CH:5]2)[CH2:3][CH2:2]1.[CH:38]1(N2C3C(O[C@@H]([C@H]4CNC(=O)C4)C)=NC(C4C=CC(N5CCNCC5)=CC=4)=CC=3N=C2)C[CH2:39]1.C1(S(Cl)(=O)=O)CC1. (4) Given the product [OH:15][CH2:14][CH:12]1[CH2:13][N:10]([C:8]([O:7][C:3]([CH3:6])([CH3:5])[CH3:4])=[O:9])[CH2:11]1, predict the reactants needed to synthesize it. The reactants are: [BH4-].[Na+].[C:3]([O:7][C:8]([N:10]1[CH2:13][CH:12]([C:14](O)=[O:15])[CH2:11]1)=[O:9])([CH3:6])([CH3:5])[CH3:4].II. (5) Given the product [CH:1]1([N:7]([CH2:17][CH:18]2[CH2:20][CH2:19]2)[C:8]2[N:13]=[CH:12][N:11]=[C:10]([C:14]([NH:21][C:22]3[CH:23]=[C:24]4[C:28](=[CH:29][C:30]=3[CH3:31])[NH:27][N:26]=[CH:25]4)=[O:16])[CH:9]=2)[CH2:2][CH2:3][CH2:4][CH2:5][CH2:6]1, predict the reactants needed to synthesize it. The reactants are: [CH:1]1([N:7]([CH2:17][CH:18]2[CH2:20][CH2:19]2)[C:8]2[N:13]=[CH:12][N:11]=[C:10]([C:14]([OH:16])=O)[CH:9]=2)[CH2:6][CH2:5][CH2:4][CH2:3][CH2:2]1.[NH2:21][C:22]1[CH:23]=[C:24]2[C:28](=[CH:29][C:30]=1[CH3:31])[NH:27][N:26]=[CH:25]2. (6) Given the product [OH:27][CH2:26][C:25]1[CH:29]=[C:30]([C:32]([F:35])([F:33])[F:34])[N:31]=[C:23]([NH:22][CH:19]2[CH2:20][CH2:21][N:16]([C:14]([O:13][C:9]([CH3:12])([CH3:11])[CH3:10])=[O:15])[CH2:17][CH2:18]2)[CH:24]=1, predict the reactants needed to synthesize it. The reactants are: ClC(OCC(C)C)=O.[C:9]([O:13][C:14]([N:16]1[CH2:21][CH2:20][CH:19]([NH:22][C:23]2[CH:24]=[C:25]([CH:29]=[C:30]([C:32]([F:35])([F:34])[F:33])[N:31]=2)[C:26](O)=[O:27])[CH2:18][CH2:17]1)=[O:15])([CH3:12])([CH3:11])[CH3:10].C(N(CC)CC)C.[BH4-].[Na+].